From a dataset of Full USPTO retrosynthesis dataset with 1.9M reactions from patents (1976-2016). Predict the reactants needed to synthesize the given product. (1) Given the product [CH2:1]([O:8][CH2:9][CH2:10][CH2:11][CH2:12][C:13]1[O:17][N:16]=[C:15]([C:18]([OH:20])=[O:19])[CH:14]=1)[C:2]1[CH:3]=[CH:4][CH:5]=[CH:6][CH:7]=1, predict the reactants needed to synthesize it. The reactants are: [CH2:1]([O:8][CH2:9][CH2:10][CH2:11][CH2:12][C:13]1[O:17][N:16]=[C:15]([C:18]([O:20]CC)=[O:19])[CH:14]=1)[C:2]1[CH:7]=[CH:6][CH:5]=[CH:4][CH:3]=1.C(O)C.[OH-].[K+]. (2) Given the product [N:1]([CH:4]([C:6]1[N:7]=[C:8]2[S:16][CH:15]=[C:14]([CH3:17])[N:9]2[C:10](=[O:13])[C:11]=1[C:23]1[CH:22]=[CH:21][CH:20]=[C:19]([F:18])[CH:24]=1)[CH3:5])=[N+:2]=[N-:3], predict the reactants needed to synthesize it. The reactants are: [N:1]([CH:4]([C:6]1[N:7]=[C:8]2[S:16][CH:15]=[C:14]([CH3:17])[N:9]2[C:10](=[O:13])[C:11]=1Br)[CH3:5])=[N+:2]=[N-:3].[F:18][C:19]1[CH:20]=[C:21](B(O)O)[CH:22]=[CH:23][CH:24]=1.C(=O)([O-])[O-].[Na+].[Na+].O. (3) Given the product [CH3:44][O:45][C:49](=[O:50])[C:32]1[CH:33]=[CH:34][C:29]([CH:11]([N:8]2[CH2:9][CH2:10][N:5]([CH2:4][C:3]([O:2][CH3:1])=[O:36])[CH2:6][CH2:7]2)[CH2:12][O:13][CH2:14][C:15]2[CH:20]=[C:19]([C:21]([F:24])([F:23])[F:22])[CH:18]=[C:17]([C:25]([F:28])([F:27])[F:26])[CH:16]=2)=[CH:30][CH:31]=1, predict the reactants needed to synthesize it. The reactants are: [CH3:1][O:2][C:3](=[O:36])[CH2:4][N:5]1[CH2:10][CH2:9][N:8]([CH:11]([C:29]2[CH:34]=[CH:33][C:32](Br)=[CH:31][CH:30]=2)[CH2:12][O:13][CH2:14][C:15]2[CH:20]=[C:19]([C:21]([F:24])([F:23])[F:22])[CH:18]=[C:17]([C:25]([F:28])([F:27])[F:26])[CH:16]=2)[CH2:7][CH2:6]1.CCN(CC)CC.[CH3:44][OH:45].CN([CH:49]=[O:50])C. (4) Given the product [NH2:7][C:3]1[CH:2]=[C:1]([NH:8][S:30]([C:26]2[CH:27]=[CH:28][CH:29]=[C:24]([N+:21]([O-:23])=[O:22])[CH:25]=2)(=[O:31])=[O:32])[CH:6]=[CH:5][CH:4]=1, predict the reactants needed to synthesize it. The reactants are: [C:1]1([NH2:8])[CH:6]=[CH:5][CH:4]=[C:3]([NH2:7])[CH:2]=1.O1CCCC1.C(N(CC)CC)C.[N+:21]([C:24]1[CH:25]=[C:26]([S:30](Cl)(=[O:32])=[O:31])[CH:27]=[CH:28][CH:29]=1)([O-:23])=[O:22]. (5) Given the product [CH2:1]([O:4][C:5](=[O:26])[C@@H:6]([NH:25][C:39]([C:34]1([CH2:33][CH2:32][CH2:31][CH2:30][N:27]=[N+:28]=[N-:29])[CH2:38][CH2:37][CH2:36][CH2:35]1)=[O:40])[CH2:7][C:8]1[CH:9]=[CH:10][C:11]([C:14]2[C:15](=[O:24])[N:16]([CH3:23])[C:17](=[O:22])[N:18]([CH3:21])[C:19]=2[CH3:20])=[CH:12][CH:13]=1)[CH2:2][CH3:3], predict the reactants needed to synthesize it. The reactants are: [CH2:1]([O:4][C:5](=[O:26])[C@@H:6]([NH2:25])[CH2:7][C:8]1[CH:13]=[CH:12][C:11]([C:14]2[C:15](=[O:24])[N:16]([CH3:23])[C:17](=[O:22])[N:18]([CH3:21])[C:19]=2[CH3:20])=[CH:10][CH:9]=1)[CH2:2][CH3:3].[N:27]([CH2:30][CH2:31][CH2:32][CH2:33][C:34]1([C:39](O)=[O:40])[CH2:38][CH2:37][CH2:36][CH2:35]1)=[N+:28]=[N-:29].CN(C(ON1N=NC2C=CC=CC1=2)=[N+](C)C)C.F[P-](F)(F)(F)(F)F.CCN(C(C)C)C(C)C. (6) Given the product [CH2:1]([C:3]([CH:4]=[N:39][C:13]([O:12][Si:19]([CH3:26])([CH3:25])[CH3:18])=[CH2:14])=[C:6]([CH3:8])[CH3:7])[CH3:2], predict the reactants needed to synthesize it. The reactants are: [CH2:1]([C:3](=[C:6]([CH3:8])[CH3:7])[CH:4]=O)[CH3:2].ClC1C=[C:12](C=CC=1)[CH:13]=[O:14].[CH3:18][Si:19]([CH3:26])([CH3:25])N[Si:19]([CH3:26])([CH3:25])[CH3:18].C([Li])CCC.C[Si](Cl)(C)C.C([N:39](CC)CC)C.C(Cl)(=O)C. (7) The reactants are: FC(F)(F)C(O)=O.[Br:8][C:9]1[CH:57]=[CH:56][C:12]2[NH:13][C:14]([CH2:16][CH2:17][CH:18]3[CH2:21][CH:20]([N:22]([CH2:24][C@@H:25]4[C@H:29]5[O:30]C(C)(C)[O:32][C@H:28]5[C@H:27]([N:35]5[C:39]6[N:40]=[CH:41][N:42]=[C:43]([NH:44]CC7C=CC(OC)=CC=7OC)[C:38]=6[CH:37]=[CH:36]5)[CH2:26]4)[CH3:23])[CH2:19]3)=[N:15][C:11]=2[CH:10]=1.C([SiH](CC)CC)C. Given the product [NH2:44][C:43]1[C:38]2[CH:37]=[CH:36][N:35]([C@@H:27]3[CH2:26][C@H:25]([CH2:24][N:22]([CH:20]4[CH2:19][CH:18]([CH2:17][CH2:16][C:14]5[NH:13][C:12]6[CH:56]=[CH:57][C:9]([Br:8])=[CH:10][C:11]=6[N:15]=5)[CH2:21]4)[CH3:23])[C@@H:29]([OH:30])[C@H:28]3[OH:32])[C:39]=2[N:40]=[CH:41][N:42]=1, predict the reactants needed to synthesize it. (8) Given the product [CH3:8][C@H:9]([O:13][C:14]1[N:22]=[C:21]2[C:17]([N:18]=[C:19]([O:23][CH3:24])[N:20]2[CH2:27][CH2:28][CH2:29][CH:30]2[CH2:34][CH2:33][O:32][CH2:31]2)=[C:16]([NH2:25])[N:15]=1)[CH2:10][CH2:11][CH3:12], predict the reactants needed to synthesize it. The reactants are: FC(F)(F)C(O)=O.[CH3:8][C@H:9]([O:13][C:14]1[NH:15][C:16]([NH2:25])=[C:17]2[C:21]([N:22]=1)=[N:20][C:19]([O:23][CH3:24])=[N:18]2)[CH2:10][CH2:11][CH3:12].Br[CH2:27][CH2:28][CH2:29][CH:30]1[CH2:34][CH2:33][O:32][CH2:31]1. (9) Given the product [CH:28]1([C:3]2[C:4]3[C:9](=[O:10])[N:8]([CH2:11][O:12][CH2:13][CH2:14][Si:15]([CH3:16])([CH3:17])[CH3:18])[N:7]=[CH:6][C:5]=3[N:19]([CH2:20][O:21][CH2:22][CH2:23][Si:24]([CH3:27])([CH3:26])[CH3:25])[C:2]=2[C:65]2[CH:64]=[CH:63][C:62]([O:61][CH:60]([F:59])[F:83])=[C:71]3[C:66]=2[CH:67]=[CH:68][C:69]([CH3:72])([CH3:73])[O:70]3)[CH2:30][CH2:29]1, predict the reactants needed to synthesize it. The reactants are: Br[C:2]1[N:19]([CH2:20][O:21][CH2:22][CH2:23][Si:24]([CH3:27])([CH3:26])[CH3:25])[C:5]2[CH:6]=[N:7][N:8]([CH2:11][O:12][CH2:13][CH2:14][Si:15]([CH3:18])([CH3:17])[CH3:16])[C:9](=[O:10])[C:4]=2[C:3]=1[CH:28]1[CH2:30][CH2:29]1.BrC1N(COCC[Si](C)(C)C)C2C=NN(COCC[Si](C)(C)C)C(=O)C=2C=1C.[F:59][CH:60]([F:83])[O:61][C:62]1[CH:63]=[CH:64][C:65](B2OC(C)(C)C(C)(C)O2)=[C:66]2[C:71]=1[O:70][C:69]([CH3:73])([CH3:72])[CH:68]=[CH:67]2.C1(OC2C=C(B3OC(C)(C)C(C)(C)O3)C=CC=2OC(F)F)CC1.